Dataset: Full USPTO retrosynthesis dataset with 1.9M reactions from patents (1976-2016). Task: Predict the reactants needed to synthesize the given product. Given the product [C:1]([O:20][CH2:25][CH:23]([CH2:22][OH:21])[OH:24])(=[O:19])[CH2:2][CH2:3][CH2:4][CH2:5][CH2:6][CH2:7][CH2:8]/[CH:9]=[CH:10]\[CH2:11][CH2:12][CH2:13][CH2:14][CH2:15][CH2:16][CH2:17][CH3:18], predict the reactants needed to synthesize it. The reactants are: [C:1]([OH:20])(=[O:19])[CH2:2][CH2:3][CH2:4][CH2:5][CH2:6][CH2:7][CH2:8]/[CH:9]=[CH:10]\[CH2:11][CH2:12][CH2:13][CH2:14][CH2:15][CH2:16][CH2:17][CH3:18].[OH:21][CH2:22][CH:23]([CH2:25]O)[OH:24].